The task is: Predict the reactants needed to synthesize the given product.. This data is from Full USPTO retrosynthesis dataset with 1.9M reactions from patents (1976-2016). (1) The reactants are: [Cl:1][C:2]1[CH:3]=[C:4](/[CH:25]=[CH:26]/[C:27]([O:29]CC)=[O:28])[CH:5]=[N:6][C:7]=1[NH:8][CH:9]1[CH2:14][CH2:13][N:12]([C:15]([NH:17][C:18]2[CH:23]=[CH:22][C:21]([Cl:24])=[CH:20][CH:19]=2)=[O:16])[CH2:11][CH2:10]1.[OH-].[Na+].Cl. Given the product [Cl:1][C:2]1[CH:3]=[C:4]([CH:25]=[CH:26][C:27]([OH:29])=[O:28])[CH:5]=[N:6][C:7]=1[NH:8][CH:9]1[CH2:10][CH2:11][N:12]([C:15](=[O:16])[NH:17][C:18]2[CH:23]=[CH:22][C:21]([Cl:24])=[CH:20][CH:19]=2)[CH2:13][CH2:14]1, predict the reactants needed to synthesize it. (2) Given the product [C:8]([C:7]1[C:2]2[N:1]=[N:35][N:32]([CH3:33])[C:3]=2[CH:4]=[C:5]([C:10]2[CH:27]=[CH:26][C:13]([O:14][CH2:15][CH2:16][N:17]([CH3:25])[C:18](=[O:24])[O:19][C:20]([CH3:22])([CH3:21])[CH3:23])=[C:12]([C:28]([F:29])([F:30])[F:31])[CH:11]=2)[N:6]=1)#[N:9], predict the reactants needed to synthesize it. The reactants are: [NH2:1][C:2]1[C:3]([NH:32][CH3:33])=[CH:4][C:5]([C:10]2[CH:27]=[CH:26][C:13]([O:14][CH2:15][CH2:16][N:17]([CH3:25])[C:18](=[O:24])[O:19][C:20]([CH3:23])([CH3:22])[CH3:21])=[C:12]([C:28]([F:31])([F:30])[F:29])[CH:11]=2)=[N:6][C:7]=1[C:8]#[N:9].Cl.[N:35]([O-])=O.[Na+].